This data is from Reaction yield outcomes from USPTO patents with 853,638 reactions. The task is: Predict the reaction yield, written as a fraction of the theoretical maximum amount of product (1.0 means a 100% yield; for example, 0.34 means a 34% yield). (1) The catalyst is CN(C)C=O.C(N(CC)CC)C. The product is [Cl:1][C:2]1[CH:3]=[C:4]2[C:8](=[CH:9][CH:10]=1)[N:7]([C:11]1[CH:16]=[CH:15][CH:14]=[C:13]([C:17]([F:20])([F:19])[F:18])[CH:12]=1)[C:6]([CH:21]([NH:28][C:29]1[CH:30]=[CH:31][C:32]([C:33]([N:39]([CH3:38])[CH2:40][CH2:41][C:42]([O:44][CH2:45][CH3:46])=[O:43])=[O:34])=[CH:36][CH:37]=1)[CH2:22][CH2:23][CH2:24][CH2:25][CH2:26][CH3:27])=[CH:5]2. The reactants are [Cl:1][C:2]1[CH:3]=[C:4]2[C:8](=[CH:9][CH:10]=1)[N:7]([C:11]1[CH:16]=[CH:15][CH:14]=[C:13]([C:17]([F:20])([F:19])[F:18])[CH:12]=1)[C:6]([CH:21]([NH:28][C:29]1[CH:37]=[CH:36][C:32]([C:33](O)=[O:34])=[CH:31][CH:30]=1)[CH2:22][CH2:23][CH2:24][CH2:25][CH2:26][CH3:27])=[CH:5]2.[CH3:38][NH:39][CH2:40][CH2:41][C:42]([O:44][CH2:45][CH3:46])=[O:43].O.ON1C2C=CC=CC=2N=N1.Cl.C(N=C=NCCCN(C)C)C.Cl. The yield is 0.840. (2) The reactants are [CH:1]1([NH:7][C:8]([C:10]2[C:11]([SH:16])=[N:12][CH:13]=[CH:14][CH:15]=2)=[O:9])[CH2:6][CH2:5][CH2:4][CH2:3][CH2:2]1.Br[CH2:18][CH:19]([C:21]1[CH:26]=[CH:25][CH:24]=[CH:23][CH:22]=1)[CH3:20].C(=O)([O-])[O-].[K+].[K+]. The catalyst is C(#N)C. The product is [CH:1]1([NH:7][C:8]([C:10]2[C:11]([S:16][CH2:18][CH:19]([C:21]3[CH:26]=[CH:25][CH:24]=[CH:23][CH:22]=3)[CH3:20])=[N:12][CH:13]=[CH:14][CH:15]=2)=[O:9])[CH2:2][CH2:3][CH2:4][CH2:5][CH2:6]1. The yield is 0.360. (3) The reactants are Br[C:2]1[C:10]([CH:11]2[O:15]CCO2)=[CH:9][C:5]2[O:6][CH2:7][O:8][C:4]=2[CH:3]=1.C([Li])CCC.[CH3:21][N:22]([CH3:26])[C:23](Cl)=[O:24].Cl. The catalyst is O1CCCC1. The product is [CH:11]([C:10]1[C:2]([C:23]([N:22]([CH3:26])[CH3:21])=[O:24])=[CH:3][C:4]2[O:8][CH2:7][O:6][C:5]=2[CH:9]=1)=[O:15]. The yield is 0.670.